From a dataset of Full USPTO retrosynthesis dataset with 1.9M reactions from patents (1976-2016). Predict the reactants needed to synthesize the given product. (1) Given the product [OH:2][CH2:3][C:5]1[C:13]2[N:12]=[C:11]([CH2:14][N:15]3[C:19]4[CH:20]=[CH:21][CH:22]=[CH:23][C:18]=4[N:17]([CH:24]([CH3:25])[CH3:26])[C:16]3=[O:27])[N:10]([CH2:28][CH2:29][CH:30]([CH3:32])[CH3:31])[C:9]=2[CH:8]=[CH:7][CH:6]=1, predict the reactants needed to synthesize it. The reactants are: C[O:2][C:3]([C:5]1[C:13]2[N:12]=[C:11]([CH2:14][N:15]3[C:19]4[CH:20]=[CH:21][CH:22]=[CH:23][C:18]=4[N:17]([CH:24]([CH3:26])[CH3:25])[C:16]3=[O:27])[N:10]([CH2:28][CH2:29][CH:30]([CH3:32])[CH3:31])[C:9]=2[CH:8]=[CH:7][CH:6]=1)=O.[H-].[H-].[H-].[H-].[Li+].[Al+3]. (2) Given the product [F:49][C:46]1[CH:47]=[CH:48][C:43]2[N:44]([CH:50]=[C:41]([C:39]([NH:38][C@H:35]3[CH2:36][CH2:37][C@@H:32]([N:22]4[C:23](=[O:31])[C:24]5[CH:29]=[C:28]([F:30])[CH:27]=[N:26][C:25]=5[N:20]([C:16]5[CH:15]=[C:14]([C:11]6[CH:12]=[CH:13][C:8]([CH2:7][CH2:6][N:56]7[CH2:57][CH2:58][N:53]([CH3:52])[CH2:54][CH2:55]7)=[CH:9][CH:10]=6)[CH:19]=[CH:18][CH:17]=5)[C:21]4=[O:51])[CH2:33][CH2:34]3)=[O:40])[N:42]=2)[CH:45]=1, predict the reactants needed to synthesize it. The reactants are: CS(O[CH2:6][CH2:7][C:8]1[CH:13]=[CH:12][C:11]([C:14]2[CH:19]=[CH:18][CH:17]=[C:16]([N:20]3[C:25]4[N:26]=[CH:27][C:28]([F:30])=[CH:29][C:24]=4[C:23](=[O:31])[N:22]([C@H:32]4[CH2:37][CH2:36][C@@H:35]([NH:38][C:39]([C:41]5[N:42]=[C:43]6[CH:48]=[CH:47][C:46]([F:49])=[CH:45][N:44]6[CH:50]=5)=[O:40])[CH2:34][CH2:33]4)[C:21]3=[O:51])[CH:15]=2)=[CH:10][CH:9]=1)(=O)=O.[CH3:52][N:53]1[CH2:58][CH2:57][NH:56][CH2:55][CH2:54]1.C(=O)([O-])[O-].[K+].[K+].O. (3) Given the product [CH2:30]([O:29][CH2:28][CH2:27][NH:26][C:24]([C:7]1[C:6](=[O:32])[N:5]([CH2:4][CH2:3][CH2:2][NH:1][C:34](=[O:35])[O:36][CH3:37])[C:14]2[C:9]([C:8]=1[OH:23])=[N:10][CH:11]=[C:12]([CH2:15][C:16]1[CH:17]=[CH:18][C:19]([F:22])=[CH:20][CH:21]=1)[CH:13]=2)=[O:25])[CH3:31], predict the reactants needed to synthesize it. The reactants are: [NH2:1][CH2:2][CH2:3][CH2:4][N:5]1[C:14]2[C:9](=[N:10][CH:11]=[C:12]([CH2:15][C:16]3[CH:21]=[CH:20][C:19]([F:22])=[CH:18][CH:17]=3)[CH:13]=2)[C:8]([OH:23])=[C:7]([C:24]([NH:26][CH2:27][CH2:28][O:29][CH2:30][CH3:31])=[O:25])[C:6]1=[O:32].Cl[C:34]([O:36][CH3:37])=[O:35].C(N(C(C)C)CC)(C)C.